Dataset: Forward reaction prediction with 1.9M reactions from USPTO patents (1976-2016). Task: Predict the product of the given reaction. (1) Given the reactants [NH2:1][C:2]1[CH:3]=[CH:4][C:5]([CH2:8][NH:9][C:10]([C:12]2([NH:15][C:16]([C:18]3[CH:19]=[N:20][CH:21]=[N:22][CH:23]=3)=[O:17])[CH2:14][CH2:13]2)=[O:11])=[N:6][CH:7]=1.F[C:25]1[CH:32]=[CH:31][C:28]([C:29]#[N:30])=[CH:27][C:26]=1[C:33]([F:36])([F:35])[F:34].CC(C)([O-])C.[K+], predict the reaction product. The product is: [C:29]([C:28]1[CH:31]=[CH:32][C:25]([NH:1][C:2]2[CH:3]=[CH:4][C:5]([CH2:8][NH:9][C:10]([C:12]3([NH:15][C:16]([C:18]4[CH:19]=[N:20][CH:21]=[N:22][CH:23]=4)=[O:17])[CH2:14][CH2:13]3)=[O:11])=[N:6][CH:7]=2)=[C:26]([C:33]([F:34])([F:35])[F:36])[CH:27]=1)#[N:30]. (2) Given the reactants [C:1]([O:5][C:6](=[O:16])[NH:7][C:8]1[CH:13]=[CH:12][C:11]([F:14])=[CH:10][C:9]=1[F:15])([CH3:4])([CH3:3])[CH3:2].[Li]CCCC.CN([CH:25]=[O:26])C.Cl, predict the reaction product. The product is: [C:1]([O:5][C:6](=[O:16])[NH:7][C:8]1[CH:13]=[CH:12][C:11]([F:14])=[C:10]([CH:25]=[O:26])[C:9]=1[F:15])([CH3:4])([CH3:2])[CH3:3].